This data is from hERG Central: cardiac toxicity at 1µM, 10µM, and general inhibition. The task is: Predict hERG channel inhibition at various concentrations. (1) The molecule is Cc1cccc(NC(=O)c2ccc(-c3ccccc3[N+](=O)[O-])o2)c1. Results: hERG_inhib (hERG inhibition (general)): blocker. (2) The compound is Cc1cccc(-n2cnc3cc([N+](=O)[O-])ccc32)c1. Results: hERG_inhib (hERG inhibition (general)): blocker. (3) The drug is COc1ccc(C2C=C(c3ccccc3)Nc3ncnn32)cc1. Results: hERG_inhib (hERG inhibition (general)): blocker. (4) The molecule is O=C(c1ccco1)N1CCN(C(=O)c2ccc(-c3ccccc3Cl)o2)CC1. Results: hERG_inhib (hERG inhibition (general)): blocker.